This data is from Full USPTO retrosynthesis dataset with 1.9M reactions from patents (1976-2016). The task is: Predict the reactants needed to synthesize the given product. (1) Given the product [Br:1][C:2]1[CH:3]=[CH:4][C:5](/[CH:8]=[CH:9]/[C:10]2[CH:11]=[CH:12][CH:13]=[CH:14][CH:15]=2)=[CH:6][CH:7]=1, predict the reactants needed to synthesize it. The reactants are: [Br:1][C:2]1[CH:7]=[CH:6][C:5]([CH:8]=[CH:9][C:10]2[CH:15]=[CH:14][CH:13]=[CH:12][CH:11]=2)=[CH:4][CH:3]=1.[Br-].BrC1C=CC(C[P+](C2C=CC=CC=2)(C2C=CC=CC=2)C2C=CC=CC=2)=CC=1.C(=O)C1C=CC=CC=1.CC(C)([O-])C.[K+]. (2) The reactants are: C([O:3][C:4](=[O:12])[CH:5]([CH2:9][CH:10]=[CH2:11])[CH2:6][CH:7]=[CH2:8])C.[OH-].[Na+]. Given the product [CH2:6]([CH:5]([CH2:9][CH:10]=[CH2:11])[C:4]([OH:12])=[O:3])[CH:7]=[CH2:8], predict the reactants needed to synthesize it. (3) Given the product [C:3]([O:7][C:8]([N:10]([CH3:35])[C:11]1[CH:34]=[CH:33][C:14]2[N:15]=[C:16]([C:18]3[CH:19]=[CH:20][C:21]([CH2:24][NH:25][C:26](=[O:32])[O:27][C:28]([CH3:31])([CH3:30])[CH3:29])=[N:22][CH:23]=3)[S:17][C:13]=2[CH:12]=1)=[O:9])([CH3:6])([CH3:4])[CH3:5], predict the reactants needed to synthesize it. The reactants are: [H-].[Na+].[C:3]([O:7][C:8]([NH:10][C:11]1[CH:34]=[CH:33][C:14]2[N:15]=[C:16]([C:18]3[CH:19]=[CH:20][C:21]([CH2:24][NH:25][C:26](=[O:32])[O:27][C:28]([CH3:31])([CH3:30])[CH3:29])=[N:22][CH:23]=3)[S:17][C:13]=2[CH:12]=1)=[O:9])([CH3:6])([CH3:5])[CH3:4].[CH3:35]I.O. (4) Given the product [Cl:1][C:2]1[CH:8]=[CH:7][C:5]([NH:6][CH2:25][C:24]2[CH:27]=[CH:28][C:29]([O:31][CH3:32])=[CH:30][C:23]=2[O:22][CH3:21])=[C:4]([C:9]([C:11]2[CH:16]=[CH:15][CH:14]=[C:13]([O:17][CH3:18])[C:12]=2[O:19][CH3:20])=[CH2:10])[CH:3]=1, predict the reactants needed to synthesize it. The reactants are: [Cl:1][C:2]1[CH:8]=[CH:7][C:5]([NH2:6])=[C:4]([C:9]([C:11]2[CH:16]=[CH:15][CH:14]=[C:13]([O:17][CH3:18])[C:12]=2[O:19][CH3:20])=[CH2:10])[CH:3]=1.[CH3:21][O:22][C:23]1[CH:30]=[C:29]([O:31][CH3:32])[CH:28]=[CH:27][C:24]=1[CH:25]=O.C([BH3-])#N.[Na+]. (5) Given the product [OH:27][CH:24]([C:2]1[CH:11]=[CH:10][CH:9]=[C:8]2[C:3]=1[CH2:4][CH2:5][N:6]1[C:16](=[O:17])[CH2:15][NH:14][C:13](=[O:18])[CH:12]=[C:7]12)[CH2:25][CH3:26], predict the reactants needed to synthesize it. The reactants are: I[C:2]1[CH:11]=[CH:10][CH:9]=[C:8]2[C:3]=1[CH2:4][CH2:5][N:6]1[C:16](=[O:17])[CH2:15][NH:14][C:13](=[O:18])[CH:12]=[C:7]12.C([Mg]Cl)(C)C.[CH:24](=[O:27])[CH2:25][CH3:26]. (6) Given the product [NH2:1][C:2]1[C:3]([CH3:11])=[C:4]([CH:8]=[CH:9][CH:10]=1)[C:5]([O:7][CH3:17])=[O:6], predict the reactants needed to synthesize it. The reactants are: [NH2:1][C:2]1[C:3]([CH3:11])=[C:4]([CH:8]=[CH:9][CH:10]=1)[C:5]([OH:7])=[O:6].S(=O)(=O)(O)O.[CH3:17]O.